From a dataset of Reaction yield outcomes from USPTO patents with 853,638 reactions. Predict the reaction yield, written as a fraction of the theoretical maximum amount of product (1.0 means a 100% yield; for example, 0.34 means a 34% yield). The reactants are [CH3:1][O:2][CH2:3][O:4][C@H:5]1[CH2:9][CH2:8][N:7]([CH2:10][C@H:11]([C:13]2[CH:18]=[CH:17][CH:16]=[CH:15][CH:14]=2)O)[CH2:6]1.COCO[C@H]1CCN([C@H](C2C=CC=CC=2)CO)C1.[NH2:37][C:38]1[CH:47]=[CH:46][C:41]([C:42]([O:44][CH3:45])=[O:43])=[CH:40][CH:39]=1. No catalyst specified. The product is [CH3:1][O:2][CH2:3][O:4][C@H:5]1[CH2:9][CH2:8][N:7]([CH2:10][C@@H:11]([NH:37][C:38]2[CH:39]=[CH:40][C:41]([C:42]([O:44][CH3:45])=[O:43])=[CH:46][CH:47]=2)[C:13]2[CH:18]=[CH:17][CH:16]=[CH:15][CH:14]=2)[CH2:6]1. The yield is 0.690.